Dataset: Forward reaction prediction with 1.9M reactions from USPTO patents (1976-2016). Task: Predict the product of the given reaction. (1) Given the reactants [N+:1]([C:4]1[CH:13]=[CH:12][CH:11]=[C:10]2[C:5]=1[CH:6]=[CH:7][C:8](Cl)=[N:9]2)([O-])=O.[CH3:15][O:16][C:17]1[CH:18]=[CH:19][CH:20]=[C:21]2[C:25]=1[CH:24]([NH2:26])[CH2:23][CH2:22]2.[NH:27]1[C:35]2[CH:34]=[CH:33][CH:32]=[C:31]([CH:36]=O)[C:30]=2[CH:29]=[CH:28]1, predict the reaction product. The product is: [NH:27]1[C:35]2[C:30](=[C:31]([CH2:36][NH:1][C:4]3[C:5]4[CH:6]=[CH:7][C:8]([NH:26][CH:24]5[C:25]6[C:21](=[CH:20][CH:19]=[CH:18][C:17]=6[O:16][CH3:15])[CH2:22][CH2:23]5)=[N:9][C:10]=4[CH:11]=[CH:12][CH:13]=3)[CH:32]=[CH:33][CH:34]=2)[CH:29]=[CH:28]1. (2) Given the reactants [C:1]1([N:7]2[CH2:12][CH2:11][N:10]([CH2:13][CH2:14][NH2:15])[CH2:9][CH2:8]2)[CH:6]=[CH:5][CH:4]=[CH:3][CH:2]=1.[N+:16]([C:19]1[CH:20]=[C:21]([CH2:25][C:26](Cl)=[O:27])[CH:22]=[CH:23][CH:24]=1)([O-:18])=[O:17], predict the reaction product. The product is: [N+:16]([C:19]1[CH:20]=[C:21]([CH2:25][C:26]([NH:15][CH2:14][CH2:13][N:10]2[CH2:9][CH2:8][N:7]([C:1]3[CH:2]=[CH:3][CH:4]=[CH:5][CH:6]=3)[CH2:12][CH2:11]2)=[O:27])[CH:22]=[CH:23][CH:24]=1)([O-:18])=[O:17]. (3) Given the reactants [Cl:1][C:2]1[CH:3]=[C:4]([C:12]2[S:16][N:15]=[C:14]([C:17]3[C:18]([CH2:36][CH3:37])=[C:19]([CH2:23][CH:24]4[CH2:29][CH2:28][N:27]([CH2:30][C:31]([O:33]CC)=[O:32])[CH2:26][CH2:25]4)[CH:20]=[CH:21][CH:22]=3)[N:13]=2)[CH:5]=[CH:6][C:7]=1[O:8][CH:9]([CH3:11])[CH3:10].[OH-].[Na+], predict the reaction product. The product is: [Cl:1][C:2]1[CH:3]=[C:4]([C:12]2[S:16][N:15]=[C:14]([C:17]3[C:18]([CH2:36][CH3:37])=[C:19]([CH2:23][CH:24]4[CH2:25][CH2:26][N:27]([CH2:30][C:31]([OH:33])=[O:32])[CH2:28][CH2:29]4)[CH:20]=[CH:21][CH:22]=3)[N:13]=2)[CH:5]=[CH:6][C:7]=1[O:8][CH:9]([CH3:11])[CH3:10]. (4) Given the reactants [C:1]([OH:7])([C:3](F)(F)F)=[O:2].[NH:8](C(OC(C)(C)C)=O)[C@H:9]([C:14]([N:16]1C[CH2:30][CH2:29][CH2:28][CH:17]1C(OCC1C=CC=CC=1)=O)=[O:15])[C@H:10]([CH2:12][CH3:13])[CH3:11].[NH:39]([C:53]([O:55][C:56]([CH3:59])([CH3:58])[CH3:57])=[O:54])[C@@H:40]([C:50]([OH:52])=O)[CH2:41][C:42]1[CH:47]=[CH:46][C:45]([O:48][CH3:49])=[CH:44][CH:43]=1.[CH:60]1[CH:61]=[CH:62][C:63]2N(O)N=N[C:64]=2[CH:65]=1.O.[CH3:71]N(C(ON1N=NC2C=CC=CC1=2)=[N+](C)C)C.F[P-](F)(F)(F)(F)F.CCN(CC)CC, predict the reaction product. The product is: [NH:39]([C:53]([O:55][C:56]([CH3:59])([CH3:58])[CH3:57])=[O:54])[C@@H:40]([C:50]([NH:8][C@H:9]([C:14]([N:16]1[CH2:17][CH2:28][CH2:29][CH2:30][CH:3]1[C:1]([O:7][CH2:71][C:64]1[CH:63]=[CH:62][CH:61]=[CH:60][CH:65]=1)=[O:2])=[O:15])[C@H:10]([CH2:12][CH3:13])[CH3:11])=[O:52])[CH2:41][C:42]1[CH:43]=[CH:44][C:45]([O:48][CH3:49])=[CH:46][CH:47]=1. (5) The product is: [CH3:7][C:6]1[N:8]=[C:17]([C:18]([F:21])([F:20])[F:19])[C:16]2[CH2:15][CH2:14][N:13]([C:23]([O:25][C:26]([CH3:29])([CH3:27])[CH3:28])=[O:24])[CH2:12][C:11]=2[N:9]=1. Given the reactants [O-]CC.[Na+].Cl.[C:6]([NH2:9])(=[NH:8])[CH3:7].O=[C:11]1[CH:16]([C:17](=O)[C:18]([F:21])([F:20])[F:19])[CH2:15][CH2:14][N:13]([C:23]([O:25][C:26]([CH3:29])([CH3:28])[CH3:27])=[O:24])[CH2:12]1, predict the reaction product. (6) Given the reactants [CH3:1][O:2][C:3]1[CH:4]=[CH:5][C:6]2[NH:12][C:11](=[O:13])[N:10]([CH:14]3[CH2:19][CH2:18][NH:17][CH2:16][CH2:15]3)[CH2:9][CH2:8][C:7]=2[CH:20]=1.F[C:22]1[CH:23]=[C:24]([CH:27]=[C:28]([C:30]([C:32]2[CH:41]=[C:40]([CH3:42])[C:35]3[NH:36][C:37](=[O:39])[O:38][C:34]=3[CH:33]=2)=[O:31])[CH:29]=1)[C:25]#[N:26], predict the reaction product. The product is: [CH3:1][O:2][C:3]1[CH:4]=[CH:5][C:6]2[NH:12][C:11](=[O:13])[N:10]([CH:14]3[CH2:19][CH2:18][N:17]([C:22]4[CH:23]=[C:24]([CH:27]=[C:28]([C:30]([C:32]5[CH:41]=[C:40]([CH3:42])[C:35]6[NH:36][C:37](=[O:39])[O:38][C:34]=6[CH:33]=5)=[O:31])[CH:29]=4)[C:25]#[N:26])[CH2:16][CH2:15]3)[CH2:9][CH2:8][C:7]=2[CH:20]=1.